Dataset: Forward reaction prediction with 1.9M reactions from USPTO patents (1976-2016). Task: Predict the product of the given reaction. (1) Given the reactants BrC1C=CC(Br)=CC=1C1[O:10][C:11]([C:14]2[CH:19]=[CH:18][C:17]([O:20][CH2:21][CH2:22][CH2:23][CH2:24][CH2:25][CH2:26][CH2:27][CH3:28])=[CH:16][CH:15]=2)=[N:12][N:13]=1.[Cl:29][C:30]1[CH:31]=[C:32]([CH:36]=[C:37]([Cl:39])[CH:38]=1)[C:33](Cl)=[O:34], predict the reaction product. The product is: [Cl:29][C:30]1[CH:31]=[C:32]([CH:36]=[C:37]([Cl:39])[CH:38]=1)[C:33]([NH:13][NH:12][C:11](=[O:10])[C:14]1[CH:19]=[CH:18][C:17]([O:20][CH2:21][CH2:22][CH2:23][CH2:24][CH2:25][CH2:26][CH2:27][CH3:28])=[CH:16][CH:15]=1)=[O:34]. (2) Given the reactants [Br:1][C:2]1[CH:10]=[CH:9][C:5]([CH2:6][CH2:7][OH:8])=[CH:4][CH:3]=1.C(N(CC)C(C)C)(C)C.[CH2:20]([N:22]=[C:23]=[O:24])[CH3:21], predict the reaction product. The product is: [CH2:20]([NH:22][C:23]([O:8][CH2:7][CH2:6][C:5]1[CH:9]=[CH:10][C:2]([Br:1])=[CH:3][CH:4]=1)=[O:24])[CH3:21]. (3) Given the reactants O=O.[C:3]([O:7][C:8]([N:10]1[CH2:15][CH2:14][C:13]([C:16]2[CH:21]=[CH:20][CH:19]=[CH:18][C:17]=2[CH3:22])=[C:12]([C:23]([OH:25])=[O:24])[CH2:11]1)=[O:9])([CH3:6])([CH3:5])[CH3:4].C(N(CC)CC)C.[H][H], predict the reaction product. The product is: [C:3]([O:7][C:8]([N:10]1[CH2:15][CH2:14][CH:13]([C:16]2[CH:21]=[CH:20][CH:19]=[CH:18][C:17]=2[CH3:22])[CH:12]([C:23]([OH:25])=[O:24])[CH2:11]1)=[O:9])([CH3:6])([CH3:4])[CH3:5].